Dataset: Forward reaction prediction with 1.9M reactions from USPTO patents (1976-2016). Task: Predict the product of the given reaction. (1) Given the reactants [F:1][CH:2]([F:23])[CH2:3][N:4]1[C:9]2[N:10]=[CH:11][S:12][C:8]=2[C:7]([OH:13])=[C:6]([C:14]2[CH:19]=[CH:18][CH:17]=[CH:16][C:15]=2[I:20])[S:5]1(=[O:22])=[O:21].C(=O)([O-])[O-].[K+].[K+].[CH2:30](Br)[C:31]#[CH:32], predict the reaction product. The product is: [F:23][CH:2]([F:1])[CH2:3][N:4]1[C:9]2[N:10]=[CH:11][S:12][C:8]=2[C:7]([O:13][CH2:32][C:31]#[CH:30])=[C:6]([C:14]2[CH:19]=[CH:18][CH:17]=[CH:16][C:15]=2[I:20])[S:5]1(=[O:21])=[O:22]. (2) Given the reactants Cl[C:2]([O:4][CH2:5][CH3:6])=[O:3].[CH3:7][C:8]1[CH:13]=[CH:12][C:11]([CH3:14])=[CH:10][C:9]=1[C:15]1[C:16](=[O:30])[NH:17][CH:18]([CH2:21][CH:22]2[CH2:27][CH2:26][N:25]([O:28][CH3:29])[CH2:24][CH2:23]2)[C:19]=1[OH:20].CCN(CC)CC, predict the reaction product. The product is: [CH2:5]([O:4][C:2](=[O:3])[O:20][C:19]1[CH:18]([CH2:21][CH:22]2[CH2:23][CH2:24][N:25]([O:28][CH3:29])[CH2:26][CH2:27]2)[NH:17][C:16](=[O:30])[C:15]=1[C:9]1[CH:10]=[C:11]([CH3:14])[CH:12]=[CH:13][C:8]=1[CH3:7])[CH3:6]. (3) Given the reactants [NH:1]1[CH2:6][CH2:5][CH2:4][CH:3]([CH2:7][NH:8][C:9]([C:11]2[C:15]3[N:16]=[CH:17][N:18]=[C:19]([C:20]4[C:28]5[O:27][CH2:26][O:25][C:24]=5[CH:23]=[CH:22][C:21]=4[O:29][CH2:30][CH:31]4[CH2:33][CH2:32]4)[C:14]=3[NH:13][CH:12]=2)=[O:10])[CH2:2]1.Cl[C:35]([O:37][CH2:38][CH3:39])=[O:36], predict the reaction product. The product is: [CH2:38]([O:37][C:35]([N:1]1[CH2:6][CH2:5][CH2:4][CH:3]([CH2:7][NH:8][C:9]([C:11]2[C:15]3[N:16]=[CH:17][N:18]=[C:19]([C:20]4[C:28]5[O:27][CH2:26][O:25][C:24]=5[CH:23]=[CH:22][C:21]=4[O:29][CH2:30][CH:31]4[CH2:33][CH2:32]4)[C:14]=3[NH:13][CH:12]=2)=[O:10])[CH2:2]1)=[O:36])[CH3:39]. (4) Given the reactants [CH3:1][Mg]Br.[CH2:4]([N:11]([CH:35]([CH3:37])[CH3:36])[CH2:12][C:13]([C:15]1[C:19]([CH3:20])=[C:18]([C:21]2[CH:26]=[CH:25][C:24]([Cl:27])=[CH:23][CH:22]=2)[N:17]([C:28]2[CH:33]=[CH:32][CH:31]=[CH:30][C:29]=2[Cl:34])[N:16]=1)=[O:14])[C:5]1[CH:10]=[CH:9][CH:8]=[CH:7][CH:6]=1, predict the reaction product. The product is: [CH2:4]([N:11]([CH:35]([CH3:37])[CH3:36])[CH2:12][C:13]([C:15]1[C:19]([CH3:20])=[C:18]([C:21]2[CH:26]=[CH:25][C:24]([Cl:27])=[CH:23][CH:22]=2)[N:17]([C:28]2[CH:33]=[CH:32][CH:31]=[CH:30][C:29]=2[Cl:34])[N:16]=1)([OH:14])[CH3:1])[C:5]1[CH:10]=[CH:9][CH:8]=[CH:7][CH:6]=1. (5) The product is: [Cl:4][C:5]1[CH:10]=[CH:9][C:8]([NH:11][C:12]([NH:14][C:15]2[CH:20]=[CH:19][C:18]([OH:21])=[C:17]([C:22]3[CH:26]=[CH:25][N:24]([CH3:1])[N:23]=3)[CH:16]=2)=[O:13])=[CH:7][CH:6]=1. Given the reactants [CH3:1]NN.[Cl:4][C:5]1[CH:10]=[CH:9][C:8]([NH:11][C:12]([NH:14][C:15]2[CH:20]=[CH:19][C:18]([OH:21])=[C:17]([C:22]3[N:23](C)[N:24]=[CH:25][CH:26]=3)[CH:16]=2)=[O:13])=[CH:7][CH:6]=1, predict the reaction product.